From a dataset of Full USPTO retrosynthesis dataset with 1.9M reactions from patents (1976-2016). Predict the reactants needed to synthesize the given product. (1) Given the product [C:35]([O:34][C:32]([NH:31][C@@H:10]([CH2:11][CH2:12][C:13]1[N:17]([C:18]2[CH:23]=[CH:22][C:21]([F:24])=[CH:20][CH:19]=2)[C:16]2[CH:25]=[C:26]([CH3:30])[C:27]([CH3:29])=[CH:28][C:15]=2[N:14]=1)[C:9]([NH:72][O:71][C:52]([C:53]1[CH:58]=[CH:57][CH:56]=[CH:55][CH:54]=1)([C:65]1[CH:66]=[CH:67][CH:68]=[CH:69][CH:70]=1)[C:59]1[CH:60]=[CH:61][CH:62]=[CH:63][CH:64]=1)=[O:39])=[O:33])([CH3:36])([CH3:37])[CH3:38], predict the reactants needed to synthesize it. The reactants are: C(O[C:9](=[O:39])[C@@H:10]([NH:31][C:32]([O:34][C:35]([CH3:38])([CH3:37])[CH3:36])=[O:33])[CH2:11][CH2:12][C:13]1[N:17]([C:18]2[CH:23]=[CH:22][C:21]([F:24])=[CH:20][CH:19]=2)[C:16]2[CH:25]=[C:26]([CH3:30])[C:27]([CH3:29])=[CH:28][C:15]=2[N:14]=1)C1C=CC=CC=1.CCN=C=NCCCN(C)C.Cl.[C:52]([O:71][NH2:72])([C:65]1[CH:70]=[CH:69][CH:68]=[CH:67][CH:66]=1)([C:59]1[CH:64]=[CH:63][CH:62]=[CH:61][CH:60]=1)[C:53]1[CH:58]=[CH:57][CH:56]=[CH:55][CH:54]=1. (2) Given the product [CH:21]([C:19]1[C:18]([O:24][CH2:25][O:26][CH3:27])=[CH:17][C:16]([O:28][CH2:29][O:30][CH3:31])=[C:15]([C:14]2[N:13]([C:15]3[CH:20]=[CH:19][C:18]([O:24][CH3:25])=[CH:17][CH:16]=3)[C:11](=[S:12])[NH:10][N:9]=2)[CH:20]=1)([CH3:23])[CH3:22], predict the reactants needed to synthesize it. The reactants are: COC1C=CC([N:9]([C:14](=O)[C:15]2[CH:20]=[C:19]([CH:21]([CH3:23])[CH3:22])[C:18]([O:24][CH2:25][O:26][CH3:27])=[CH:17][C:16]=2[O:28][CH2:29][O:30][CH3:31])[NH:10][C:11]([NH2:13])=[S:12])=CC=1.[Cl-].[NH4+]. (3) Given the product [CH3:1][O:2][C:3](=[O:17])[C:4]1[CH:5]=[CH:6][C:7]([C:10]([C:12]([OH:14])=[O:13])([OH:16])[CH3:11])=[CH:8][CH:9]=1, predict the reactants needed to synthesize it. The reactants are: [CH3:1][O:2][C:3](=[O:17])[C:4]1[CH:9]=[CH:8][C:7]([C:10]([OH:16])([C:12]([O:14]C)=[O:13])[CH3:11])=[CH:6][CH:5]=1.[OH-].[Li+]. (4) Given the product [CH3:1][O:2][C:3]1[N:8]=[C:7](/[CH:9]=[CH:10]/[C:11]#[N:13])[CH:6]=[CH:5][C:4]=1[N:14]1[CH:18]=[C:17]([CH3:19])[N:16]=[CH:15]1, predict the reactants needed to synthesize it. The reactants are: [CH3:1][O:2][C:3]1[N:8]=[C:7](/[CH:9]=[CH:10]/[C:11]([NH2:13])=O)[CH:6]=[CH:5][C:4]=1[N:14]1[CH:18]=[C:17]([CH3:19])[N:16]=[CH:15]1.P(Cl)(Cl)(Cl)=O. (5) Given the product [CH:1]1([CH2:4][N:5]2[CH2:30][CH2:29][C@:12]34[C:13]5[C:14]6[O:28][C@H:11]3[C@@H:10]([CH2:31][S:46]([C:43]3[CH:44]=[CH:45][C:40]([CH3:50])=[CH:41][CH:42]=3)(=[O:48])=[O:47])[CH2:9][CH2:8][C@@:7]4([OH:33])[C@H:6]2[CH2:19][C:18]=5[CH:17]=[CH:16][C:15]=6[O:20][CH2:21][C:22]2[CH:23]=[CH:24][CH:25]=[CH:26][CH:27]=2)[CH2:3][CH2:2]1, predict the reactants needed to synthesize it. The reactants are: [CH:1]1([CH2:4][N:5]2[CH2:30][CH2:29][C@:12]34[C:13]5[C:14]6[O:28][C@H:11]3[C@@H:10]([CH2:31]O)[CH2:9][CH2:8][C@@:7]4([OH:33])[C@H:6]2[CH2:19][C:18]=5[CH:17]=[CH:16][C:15]=6[O:20][CH2:21][C:22]2[CH:27]=[CH:26][CH:25]=[CH:24][CH:23]=2)[CH2:3][CH2:2]1.N1C=CC=CC=1.[C:40]1([CH3:50])[CH:45]=[CH:44][C:43]([S:46](Cl)(=[O:48])=[O:47])=[CH:42][CH:41]=1.